Dataset: Catalyst prediction with 721,799 reactions and 888 catalyst types from USPTO. Task: Predict which catalyst facilitates the given reaction. (1) Reactant: Cl[C:2]1[N:10]=[C:9]2[C:5]([N:6]=[C:7]([CH2:12][N:13]3[CH2:16][CH:15]([N:17]4[CH2:22][CH2:21][O:20][CH2:19][CH2:18]4)[CH2:14]3)[N:8]2[CH3:11])=[C:4]([N:23]2[CH2:28][CH2:27][O:26][CH2:25][CH2:24]2)[N:3]=1.[CH:29]([C:32]1[NH:33][C:34]2[CH:40]=[CH:39][CH:38]=[CH:37][C:35]=2[N:36]=1)([CH3:31])[CH3:30].CC(C1C=C(C(C)C)C(C2C=CC=CC=2P(C2CCCCC2)C2CCCCC2)=C(C(C)C)C=1)C.C([O-])([O-])=O.[Cs+].[Cs+]. Product: [CH:29]([C:32]1[N:33]([C:2]2[N:10]=[C:9]3[C:5]([N:6]=[C:7]([CH2:12][N:13]4[CH2:14][CH:15]([N:17]5[CH2:22][CH2:21][O:20][CH2:19][CH2:18]5)[CH2:16]4)[N:8]3[CH3:11])=[C:4]([N:23]3[CH2:24][CH2:25][O:26][CH2:27][CH2:28]3)[N:3]=2)[C:34]2[CH:40]=[CH:39][CH:38]=[CH:37][C:35]=2[N:36]=1)([CH3:31])[CH3:30]. The catalyst class is: 62. (2) Reactant: [N+:1]([C:4]1[CH:9]=[CH:8][C:7]([CH2:10][CH2:11][CH2:12][CH2:13][OH:14])=[CH:6][CH:5]=1)([O-])=O.[H][H]. Product: [NH2:1][C:4]1[CH:5]=[CH:6][C:7]([CH2:10][CH2:11][CH2:12][CH2:13][OH:14])=[CH:8][CH:9]=1. The catalyst class is: 19. (3) Reactant: CC(C)([O-])C.[K+].[Br:7][C:8]1[S:12][C:11]([C:13]#[N:14])=[CH:10][CH:9]=1.C(OCC)C.C(=O)([O-])[O-].[Na+].[Na+].[CH3:26][C:27]#[N:28]. Product: [NH2:14]/[C:13](/[C:11]1[S:12][C:8]([Br:7])=[CH:9][CH:10]=1)=[CH:26]\[C:27]#[N:28]. The catalyst class is: 11. (4) Reactant: [I-].[NH:2]1[C:10]2[C:5](=[CH:6][CH:7]=[CH:8][CH:9]=2)[C:4]([CH2:11][P+](C2C=CC=CC=2)(C2C=CC=CC=2)C2C=CC=CC=2)=[N:3]1.[N+:31]([C:34]1[CH:41]=[CH:40][CH:39]=[CH:38][C:35]=1[CH:36]=O)([O-:33])=[O:32].C(=O)([O-])[O-].[K+].[K+].O. Product: [N+:31]([C:34]1[CH:41]=[CH:40][CH:39]=[CH:38][C:35]=1/[CH:36]=[CH:11]/[C:4]1[C:5]2[C:10](=[CH:9][CH:8]=[CH:7][CH:6]=2)[NH:2][N:3]=1)([O-:33])=[O:32]. The catalyst class is: 5. (5) Reactant: [OH:1][CH2:2][C@H:3]1[CH2:12][N:7]2[CH2:8][CH2:9][NH:10][CH2:11][C@@H:6]2[CH2:5][CH2:4]1.Cl[C:14]1[N:19]=[CH:18][CH:17]=[CH:16][N:15]=1.C(=O)([O-])[O-].[Na+].[Na+]. Product: [OH:1][CH2:2][C@H:3]1[CH2:12][N:7]2[CH2:8][CH2:9][N:10]([C:14]3[N:19]=[CH:18][CH:17]=[CH:16][N:15]=3)[CH2:11][C@@H:6]2[CH2:5][CH2:4]1. The catalyst class is: 6. (6) Reactant: [F:1][C:2]1[CH:7]=[C:6]([CH2:8][C:9]([OH:11])=[O:10])[CH:5]=[CH:4][C:3]=1[C:12]1[CH:17]=[CH:16][CH:15]=[CH:14][CH:13]=1. Product: [F:1][C:2]1[CH:7]=[C:6]([CH2:8][C:9]([O:11][CH2:7][CH2:2][CH2:3][CH3:4])=[O:10])[CH:5]=[CH:4][C:3]=1[C:12]1[CH:13]=[CH:14][CH:15]=[CH:16][CH:17]=1. The catalyst class is: 51. (7) Reactant: [CH2:1]([C:5]1[CH:10]=[CH:9][C:8]([CH2:11][CH2:12][CH2:13][N:14]2[C:18]([CH3:19])=[CH:17][CH:16]=[C:15]2[C:20]2[CH:25]=[CH:24][C:23]([OH:26])=[CH:22][CH:21]=2)=[CH:7][CH:6]=1)[CH2:2][CH2:3][CH3:4].O[C@@H:28]([CH2:34][C:35]1[CH:40]=[CH:39][CH:38]=[CH:37][CH:36]=1)[C:29]([O:31][CH2:32][CH3:33])=[O:30].C1(P(C2C=CC=CC=2)C2C=CC=CC=2)C=CC=CC=1.N(C(OCC)=O)=NC(OCC)=O. Product: [CH2:1]([C:5]1[CH:6]=[CH:7][C:8]([CH2:11][CH2:12][CH2:13][N:14]2[C:18]([CH3:19])=[CH:17][CH:16]=[C:15]2[C:20]2[CH:25]=[CH:24][C:23]([O:26][C@H:28]([CH2:34][C:35]3[CH:36]=[CH:37][CH:38]=[CH:39][CH:40]=3)[C:29]([O:31][CH2:32][CH3:33])=[O:30])=[CH:22][CH:21]=2)=[CH:9][CH:10]=1)[CH2:2][CH2:3][CH3:4]. The catalyst class is: 93. (8) Product: [C:40]([O:24][CH:23]=[CH:22][CH2:21][N:20]([C:11]1[C:12]([I:19])=[C:13]2[C:18](=[C:9]([O:8][CH2:1][C:2]3[CH:7]=[CH:6][CH:5]=[CH:4][CH:3]=3)[CH:10]=1)[N:17]=[CH:16][CH:15]=[CH:14]2)[C:25]([O:27][C:28]([CH3:31])([CH3:30])[CH3:29])=[O:26])(=[O:41])[CH3:39]. The catalyst class is: 251. Reactant: [CH2:1]([O:8][C:9]1[CH:10]=[C:11]([N:20]([C:25]([O:27][C:28]([CH3:31])([CH3:30])[CH3:29])=[O:26])[CH2:21][CH2:22][CH:23]=[O:24])[C:12]([I:19])=[C:13]2[C:18]=1[N:17]=[CH:16][CH:15]=[CH:14]2)[C:2]1[CH:7]=[CH:6][CH:5]=[CH:4][CH:3]=1.CCN(CC)CC.[CH3:39][C:40](OC(C)=O)=[O:41]. (9) Reactant: Cl[C:2]1[C:11]2[C:6](=[CH:7][C:8]([O:14][CH3:15])=[C:9]([O:12][CH3:13])[CH:10]=2)[N:5]=[CH:4][CH:3]=1.[CH3:16][C:17]1[CH:22]=[C:21]([OH:23])[C:20]([C:24]([CH3:26])=[O:25])=[CH:19][C:18]=1[Cl:27].O. Product: [Cl:27][C:18]1[C:17]([CH3:16])=[CH:22][C:21]([O:23][C:2]2[C:11]3[C:6](=[CH:7][C:8]([O:14][CH3:15])=[C:9]([O:12][CH3:13])[CH:10]=3)[N:5]=[CH:4][CH:3]=2)=[C:20]([C:24](=[O:25])[CH3:26])[CH:19]=1. The catalyst class is: 420.